Dataset: Catalyst prediction with 721,799 reactions and 888 catalyst types from USPTO. Task: Predict which catalyst facilitates the given reaction. (1) Reactant: [F:1][C:2]([F:27])([F:26])[C:3]1[CH:8]=[CH:7][CH:6]=[CH:5][C:4]=1[CH2:9][NH:10][C:11]([CH:13]1[CH2:18][CH2:17][N:16](C(OC(C)(C)C)=O)[CH2:15][CH2:14]1)=[O:12].[C:28]([OH:34])([C:30]([F:33])([F:32])[F:31])=[O:29]. Product: [F:31][C:30]([F:33])([F:32])[C:28]([OH:34])=[O:29].[F:27][C:2]([F:1])([F:26])[C:3]1[CH:8]=[CH:7][CH:6]=[CH:5][C:4]=1[CH2:9][NH:10][C:11]([CH:13]1[CH2:18][CH2:17][NH:16][CH2:15][CH2:14]1)=[O:12]. The catalyst class is: 2. (2) Reactant: O1CCOC[CH2:2]1.[OH-].[Li+].[CH:9]1([C:14]([N:16]2[CH2:21][CH:20]([C:22]3[CH:27]=[CH:26][C:25]([O:28][CH3:29])=[CH:24][CH:23]=3)[CH2:19][CH:18]([C:30]([O:32]CC)=[O:31])[CH2:17]2)=[O:15])[CH2:13]CC[CH2:10]1. The catalyst class is: 6. Product: [CH3:13][C:9]([CH3:2])([CH3:10])[C:14]([N:16]1[CH2:21][CH:20]([C:22]2[CH:27]=[CH:26][C:25]([O:28][CH3:29])=[CH:24][CH:23]=2)[CH2:19][CH:18]([C:30]([OH:32])=[O:31])[CH2:17]1)=[O:15]. (3) Reactant: [CH3:1][CH:2]1[N:9]([C:10]#N)[CH:8]2[CH2:12][C:4]([CH3:17])([C:5]3[CH:16]=[CH:15][CH:14]=[CH:13][C:6]=3[CH2:7]2)[CH2:3]1.Cl.N. Product: [CH3:10][N:9]1[CH:2]([CH3:1])[CH2:3][C:4]2([CH3:17])[CH2:12][CH:8]1[CH2:7][C:6]1[CH:13]=[CH:14][CH:15]=[CH:16][C:5]=12. The catalyst class is: 6. (4) Reactant: [F:1][C:2]1[CH:3]=[C:4]([C:13]2[S:14][C:15]([C:18]3[CH:23]=[CH:22][C:21]([O:24][CH:25]([CH3:27])[CH3:26])=[C:20]([C:28]([F:31])([F:30])[F:29])[CH:19]=3)=[N:16][N:17]=2)[C:5]([O:11][CH3:12])=[C:6]([CH2:8][CH:9]=O)[CH:7]=1.[NH:32]1[CH2:37][CH2:36][CH:35]([C:38]([O:40]CC)=[O:39])[CH2:34][CH2:33]1.CC(O)=O.C(O[BH-](OC(=O)C)OC(=O)C)(=O)C.[Na+]. Product: [F:1][C:2]1[CH:3]=[C:4]([C:13]2[S:14][C:15]([C:18]3[CH:23]=[CH:22][C:21]([O:24][CH:25]([CH3:27])[CH3:26])=[C:20]([C:28]([F:29])([F:30])[F:31])[CH:19]=3)=[N:16][N:17]=2)[C:5]([O:11][CH3:12])=[C:6]([CH2:8][CH2:9][N:32]2[CH2:33][CH2:34][CH:35]([C:38]([OH:40])=[O:39])[CH2:36][CH2:37]2)[CH:7]=1. The catalyst class is: 46. (5) Reactant: [C:1]([C:4]1[O:5][C:6]2[C:12]([O:13][CH3:14])=[CH:11][CH:10]=[CH:9][C:7]=2[CH:8]=1)(=[O:3])[CH3:2].[N+:15]([O-])([OH:17])=[O:16].C(=O)([O-])[O-].[Na+].[Na+]. Product: [C:1]([C:4]1[O:5][C:6]2[C:12]([O:13][CH3:14])=[CH:11][CH:10]=[C:9]([N+:15]([O-:17])=[O:16])[C:7]=2[CH:8]=1)(=[O:3])[CH3:2]. The catalyst class is: 152. (6) Reactant: [C:1]1([C:15]([O:17][CH3:18])=[O:16])[CH:6]=[C:5]([C:7]([O:9][CH3:10])=[O:8])[CH:4]=[C:3]([C:11]([O:13]C)=[O:12])[CH:2]=1.[Na]. Product: [CH3:18][O:17][C:15]([C:1]1[CH:2]=[C:3]([CH:4]=[C:5]([C:7]([O:9][CH3:10])=[O:8])[CH:6]=1)[C:11]([OH:13])=[O:12])=[O:16]. The catalyst class is: 5. (7) Reactant: [C:1]([O:5][C:6]([NH:8][C:9]1[CH:14]=[CH:13][C:12]([S:15][C:16]2[CH:24]=[CH:23][C:19]([C:20](O)=[O:21])=[CH:18][C:17]=2[NH:25][C:26]2[C:27]3[CH:35]=[CH:34][C:33]([CH:36]([CH3:38])[CH3:37])=[N:32][C:28]=3[N:29]=[CH:30][N:31]=2)=[CH:11][CH:10]=1)=[O:7])([CH3:4])([CH3:3])[CH3:2].F[B-](F)(F)F.N1(OC(N(C)C)=[N+](C)C)C2C=CC=CC=2N=N1.[P:61]([O:74][C:75]([CH3:78])([CH3:77])[CH3:76])([O:69][C:70]([CH3:73])([CH3:72])[CH3:71])([O:63][CH2:64][C:65]([NH2:68])([CH3:67])[CH3:66])=[O:62].C(N(CC)C(C)C)(C)C. Product: [C:70]([O:69][P:61]([O:63][CH2:64][C:65]([NH:68][C:20]([C:19]1[CH:23]=[CH:24][C:16]([S:15][C:12]2[CH:11]=[CH:10][C:9]([NH:8][C:6](=[O:7])[O:5][C:1]([CH3:2])([CH3:4])[CH3:3])=[CH:14][CH:13]=2)=[C:17]([NH:25][C:26]2[C:27]3[CH:35]=[CH:34][C:33]([CH:36]([CH3:37])[CH3:38])=[N:32][C:28]=3[N:29]=[CH:30][N:31]=2)[CH:18]=1)=[O:21])([CH3:67])[CH3:66])([O:74][C:75]([CH3:77])([CH3:76])[CH3:78])=[O:62])([CH3:73])([CH3:72])[CH3:71]. The catalyst class is: 148.